Dataset: NCI-60 drug combinations with 297,098 pairs across 59 cell lines. Task: Regression. Given two drug SMILES strings and cell line genomic features, predict the synergy score measuring deviation from expected non-interaction effect. Drug 1: C1C(C(OC1N2C=C(C(=O)NC2=O)F)CO)O. Drug 2: CN(C(=O)NC(C=O)C(C(C(CO)O)O)O)N=O. Cell line: SK-OV-3. Synergy scores: CSS=2.23, Synergy_ZIP=1.68, Synergy_Bliss=5.16, Synergy_Loewe=-7.27, Synergy_HSA=1.63.